Dataset: Full USPTO retrosynthesis dataset with 1.9M reactions from patents (1976-2016). Task: Predict the reactants needed to synthesize the given product. Given the product [Br:29][C:30]1[CH:31]=[C:32]2[C:37](=[CH:38][CH:39]=1)[C:36]([CH2:40][N:5]1[C:4](=[O:20])[C@@H:3]([NH:21][C:22](=[O:28])[O:23][C:24]([CH3:27])([CH3:26])[CH3:25])[C@H:2]([CH3:1])[N:8]([C:9](=[O:15])[CH2:10][S:11]([CH3:14])(=[O:13])=[O:12])[C:7]3[CH:16]=[CH:17][CH:18]=[CH:19][C:6]1=3)=[C:35]([O:42][CH3:43])[CH:34]=[CH:33]2, predict the reactants needed to synthesize it. The reactants are: [CH3:1][C@@H:2]1[N:8]([C:9](=[O:15])[CH2:10][S:11]([CH3:14])(=[O:13])=[O:12])[C:7]2[CH:16]=[CH:17][CH:18]=[CH:19][C:6]=2[NH:5][C:4](=[O:20])[C@H:3]1[NH:21][C:22](=[O:28])[O:23][C:24]([CH3:27])([CH3:26])[CH3:25].[Br:29][C:30]1[CH:31]=[C:32]2[C:37](=[CH:38][CH:39]=1)[C:36]([CH2:40]Cl)=[C:35]([O:42][CH3:43])[CH:34]=[CH:33]2.C(=O)([O-])[O-].[Cs+].[Cs+].[I-].[Na+].